From a dataset of Reaction yield outcomes from USPTO patents with 853,638 reactions. Predict the reaction yield, written as a fraction of the theoretical maximum amount of product (1.0 means a 100% yield; for example, 0.34 means a 34% yield). (1) The reactants are [NH2:1][C:2]1[CH:7]=[CH:6][C:5]([N:8]2[C:14](=[O:15])[CH2:13][C:12](=[O:16])[NH:11][C:10]3[C:17]4[C:22]([CH:23]=[CH:24][C:9]2=3)=[CH:21][CH:20]=[CH:19][CH:18]=4)=[CH:4][CH:3]=1.[C:25]1([N:31]=[C:32]=[O:33])[CH:30]=[CH:29][CH:28]=[CH:27][CH:26]=1. The catalyst is O1CCCC1. The product is [O:16]=[C:12]1[NH:11][C:10]2[C:17]3[C:22]([CH:23]=[CH:24][C:9]=2[N:8]([C:5]2[CH:6]=[CH:7][C:2]([NH:1][C:32]([NH:31][C:25]4[CH:30]=[CH:29][CH:28]=[CH:27][CH:26]=4)=[O:33])=[CH:3][CH:4]=2)[C:14](=[O:15])[CH2:13]1)=[CH:21][CH:20]=[CH:19][CH:18]=3. The yield is 0.210. (2) The reactants are Br.[CH2:2]([C:4]1[N:5]=[C:6]([C@@H:9]([NH2:20])[CH2:10][C:11]2[CH:16]=[CH:15][C:14]([N+:17]([O-:19])=[O:18])=[CH:13][CH:12]=2)[S:7][CH:8]=1)[CH3:3].[C:21]([NH:24][C@H:25]([C:33](O)=[O:34])[CH2:26][C:27]1[CH:32]=[CH:31][CH:30]=[CH:29][CH:28]=1)(=[O:23])[CH3:22].ON1C2C=CC=CC=2N=N1.C(N(C(C)C)CC)(C)C.CN(C)CCCN=C=NCC. The catalyst is CN(C=O)C.O. The product is [C:21]([NH:24][C@@H:25]([CH2:26][C:27]1[CH:28]=[CH:29][CH:30]=[CH:31][CH:32]=1)[C:33]([NH:20][C@H:9]([C:6]1[S:7][CH:8]=[C:4]([CH2:2][CH3:3])[N:5]=1)[CH2:10][C:11]1[CH:16]=[CH:15][C:14]([N+:17]([O-:19])=[O:18])=[CH:13][CH:12]=1)=[O:34])(=[O:23])[CH3:22]. The yield is 0.700. (3) The reactants are [CH2:1]([O:8][N:9]([CH2:24][C:25]1[C:30]([O:31][CH3:32])=[CH:29][C:28]([O:33][CH3:34])=[CH:27][C:26]=1[O:35][CH3:36])[C:10](=[O:23])[CH2:11][CH2:12][CH:13]1[C:18](=[O:19])[O:17][C:16]([CH3:21])([CH3:20])[O:15][C:14]1=[O:22])[C:2]1[CH:7]=[CH:6][CH:5]=[CH:4][CH:3]=1.Br[CH2:38][C:39]1[CH:48]=[CH:47][C:42]([C:43]([O:45][CH3:46])=[O:44])=[CH:41][CH:40]=1.C(=O)([O-])[O-].[K+].[K+]. The catalyst is [Cl-].C([N+](CC)(CC)CC)C1C=CC=CC=1.C(#N)C. The product is [CH2:1]([O:8][N:9]([CH2:24][C:25]1[C:26]([O:35][CH3:36])=[CH:27][C:28]([O:33][CH3:34])=[CH:29][C:30]=1[O:31][CH3:32])[C:10](=[O:23])[CH2:11][CH2:12][C:13]1([CH2:38][C:39]2[CH:40]=[CH:41][C:42]([C:43]([O:45][CH3:46])=[O:44])=[CH:47][CH:48]=2)[C:14](=[O:22])[O:15][C:16]([CH3:21])([CH3:20])[O:17][C:18]1=[O:19])[C:2]1[CH:3]=[CH:4][CH:5]=[CH:6][CH:7]=1. The yield is 0.780. (4) The yield is 0.990. The product is [C:25]1([N:1]2[C:10]3[C:5](=[CH:6][CH:7]=[CH:8][CH:9]=3)[CH2:4][CH:3]([NH:11][C:12](=[O:18])[O:13][C:14]([CH3:15])([CH3:17])[CH3:16])[CH2:2]2)[CH:30]=[CH:29][CH:28]=[CH:27][CH:26]=1. The reactants are [NH:1]1[C:10]2[C:5](=[CH:6][CH:7]=[CH:8][CH:9]=2)[CH2:4][CH:3]([NH:11][C:12](=[O:18])[O:13][C:14]([CH3:17])([CH3:16])[CH3:15])[CH2:2]1.FC(F)(F)S(O[C:25]1[CH:30]=[CH:29][CH:28]=[CH:27][C:26]=1[Si](C)(C)C)(=O)=O.[F-].[Cs+].C(OCC)(=O)C. The catalyst is C(#N)C. (5) The reactants are [O:1]=[C:2]1[C:7]2=[CH:8][C:9]3[CH:10]=[CH:11][C:12]([C:15]([O:17]CC)=[O:16])=[CH:13][C:14]=3[N:6]2[C:5]2([CH2:22][CH2:21][CH2:20]2)[CH2:4][NH:3]1.CO.[OH-].[Na+].Cl. The catalyst is C1COCC1.O. The product is [O:1]=[C:2]1[C:7]2=[CH:8][C:9]3[CH:10]=[CH:11][C:12]([C:15]([OH:17])=[O:16])=[CH:13][C:14]=3[N:6]2[C:5]2([CH2:20][CH2:21][CH2:22]2)[CH2:4][NH:3]1. The yield is 0.830. (6) The reactants are [CH3:1][O:2][C:3](=[O:14])[CH:4]([O:6][C:7]1[CH:12]=[CH:11][C:10]([NH2:13])=[CH:9][CH:8]=1)[CH3:5].C(N(CC)CC)C.[CH2:22]([O:29][CH2:30][C:31](Cl)=[O:32])[C:23]1[CH:28]=[CH:27][CH:26]=[CH:25][CH:24]=1. The catalyst is CC(C)=O. The product is [CH3:1][O:2][C:3](=[O:14])[CH:4]([O:6][C:7]1[CH:12]=[CH:11][C:10]([NH:13][C:31](=[O:32])[CH2:30][O:29][CH2:22][C:23]2[CH:28]=[CH:27][CH:26]=[CH:25][CH:24]=2)=[CH:9][CH:8]=1)[CH3:5]. The yield is 0.598. (7) The reactants are [P:1]([O:23][C@@:24]([C:40]1[CH:45]=[CH:44][C:43]([F:46])=[CH:42][C:41]=1[F:47])([C@H:31]([C:33]1[C:38]([F:39])=[CH:37][N:36]=[CH:35][N:34]=1)[CH3:32])[CH2:25][N:26]1[CH:30]=[N:29][CH:28]=[N:27]1)([O:13]CC1C(F)=CC=CC=1Cl)([O:3]CC1C(F)=CC=CC=1Cl)=[O:2].[OH-].[Na+].S(=O)(=O)(O)O. The catalyst is [Pd].C1(C)C=CC=CC=1.O. The product is [P:1]([OH:13])([OH:3])([O:23][C@@:24]([C:40]1[CH:45]=[CH:44][C:43]([F:46])=[CH:42][C:41]=1[F:47])([C@H:31]([C:33]1[C:38]([F:39])=[CH:37][N:36]=[CH:35][N:34]=1)[CH3:32])[CH2:25][N:26]1[CH:30]=[N:29][CH:28]=[N:27]1)=[O:2]. The yield is 0.680.